From a dataset of Forward reaction prediction with 1.9M reactions from USPTO patents (1976-2016). Predict the product of the given reaction. (1) Given the reactants [CH3:1][O:2][C:3](=[O:12])[C:4]1[C:9]([OH:10])=[CH:8][CH:7]=[CH:6][C:5]=1[OH:11].C(O)(=O)C.[Br:17]Br, predict the reaction product. The product is: [Br:17][C:8]1[C:9]([OH:10])=[C:4]([C:5]([OH:11])=[CH:6][CH:7]=1)[C:3]([O:2][CH3:1])=[O:12]. (2) Given the reactants [F:1][C:2]1[C:10]([F:11])=[CH:9][CH:8]=[C:7]([N:12]2[N:16]=[CH:15][CH:14]=[N:13]2)[C:3]=1[C:4]([OH:6])=O.[CH3:17][C@@H:18]1[CH2:23][CH2:22][CH2:21][NH:20][C@@H:19]1[CH2:24][N:25]1C(=O)C2C(=CC=CC=2)C1=O.F[C:37]1[CH:42]=[CH:41][C:40]([C:43]([F:46])([F:45])[F:44])=[CH:39][N:38]=1, predict the reaction product. The product is: [F:1][C:2]1[C:10]([F:11])=[CH:9][CH:8]=[C:7]([N:12]2[N:16]=[CH:15][CH:14]=[N:13]2)[C:3]=1[C:4]([N:20]1[CH2:21][CH2:22][CH2:23][C@@H:18]([CH3:17])[C@H:19]1[CH2:24][NH:25][C:37]1[CH:42]=[CH:41][C:40]([C:43]([F:46])([F:45])[F:44])=[CH:39][N:38]=1)=[O:6]. (3) The product is: [Cl:1][C:2]1[CH:7]=[CH:6][NH:5][C:4](=[O:8])[C:3]=1[C:10]1[NH:11][C:12]2=[CH:20][C:19]3[C:18](=[O:21])[N:17]([CH3:22])[C:16](=[O:23])[C:15]=3[CH:14]=[C:13]2[N:24]=1. Given the reactants [Cl:1][C:2]1[CH:7]=[CH:6][N:5]=[C:4]([O:8]C)[C:3]=1[C:10]1[NH:24][C:13]2=[CH:14][C:15]3[C:16](=[O:23])[N:17]([CH3:22])[C:18](=[O:21])[C:19]=3[CH:20]=[C:12]2[N:11]=1.Cl, predict the reaction product. (4) The product is: [C:18]([O:17][C:15]([N:3]1[CH2:4][CH2:5][C:6]2[C:11](=[CH:10][CH:9]=[C:8]([OH:12])[CH:7]=2)[CH2:2]1)=[O:16])([CH3:21])([CH3:20])[CH3:19]. Given the reactants Br.[CH2:2]1[C:11]2[C:6](=[CH:7][C:8]([OH:12])=[CH:9][CH:10]=2)[CH2:5][CH2:4][NH:3]1.[OH-].[Na+].[C:15](O[C:15]([O:17][C:18]([CH3:21])([CH3:20])[CH3:19])=[O:16])([O:17][C:18]([CH3:21])([CH3:20])[CH3:19])=[O:16], predict the reaction product. (5) Given the reactants [CH3:1][O:2][C:3](=[O:21])[C:4]1[CH:9]=[C:8]([N:10]2[CH2:13][CH2:12][CH2:11]2)[C:7]([C:14]([F:17])([F:16])[F:15])=[CH:6][C:5]=1[N+:18]([O-])=O, predict the reaction product. The product is: [CH3:1][O:2][C:3](=[O:21])[C:4]1[CH:9]=[C:8]([N:10]2[CH2:11][CH2:12][CH2:13]2)[C:7]([C:14]([F:16])([F:17])[F:15])=[CH:6][C:5]=1[NH2:18]. (6) Given the reactants [N:1]1[CH:5]=[C:4]([C:6]([N:8]2[CH2:13][CH:12]=[C:11]([C:14]3[CH:35]=[CH:34][C:17]([C:18]([NH:20][C:21]([NH:23]C(OCC4C=CC=CC=4)=O)=[NH:22])=[O:19])=[CH:16][C:15]=3[C:36]([F:39])([F:38])[F:37])[CH2:10][CH2:9]2)=[O:7])[NH:3][CH:2]=1, predict the reaction product. The product is: [N:1]1[CH:5]=[C:4]([C:6]([N:8]2[CH2:9][CH:10]=[C:11]([C:14]3[CH:35]=[CH:34][C:17]([C:18]([NH:20][C:21]([NH2:23])=[NH:22])=[O:19])=[CH:16][C:15]=3[C:36]([F:39])([F:37])[F:38])[CH2:12][CH2:13]2)=[O:7])[NH:3][CH:2]=1. (7) Given the reactants Cl[C:2]1[C:3](=[O:15])[N:4]([C@@H:9]([CH:12]2[CH2:14][CH2:13]2)[CH2:10][CH3:11])[CH:5]=[C:6]([Cl:8])[N:7]=1.Cl.[Cl:17][C:18]1[CH:19]=[C:20]([O:27][CH3:28])[CH:21]=[C:22]2[C:26]=1[NH:25][CH2:24][CH2:23]2, predict the reaction product. The product is: [Cl:8][C:6]1[N:7]=[C:2]([N:25]2[C:26]3[C:22](=[CH:21][C:20]([O:27][CH3:28])=[CH:19][C:18]=3[Cl:17])[CH2:23][CH2:24]2)[C:3](=[O:15])[N:4]([C@@H:9]([CH:12]2[CH2:14][CH2:13]2)[CH2:10][CH3:11])[CH:5]=1. (8) Given the reactants [CH:1]([CH:3]1[O:8][CH2:7][CH2:6][N:5]([C:9]([O:11][CH2:12][C:13]2[CH:18]=[CH:17][CH:16]=[CH:15][CH:14]=2)=[O:10])[CH2:4]1)=O.C1(P(C2C=CC=CC=2)(C2C=CC=CC=2)=[CH:26][C:27]([O:29][CH3:30])=[O:28])C=CC=CC=1, predict the reaction product. The product is: [CH3:30][O:29][C:27](=[O:28])[CH:26]=[CH:1][CH:3]1[O:8][CH2:7][CH2:6][N:5]([C:9]([O:11][CH2:12][C:13]2[CH:14]=[CH:15][CH:16]=[CH:17][CH:18]=2)=[O:10])[CH2:4]1. (9) Given the reactants [N:1]1([CH2:7][CH2:8][NH:9][C:10]2[N:15]=[C:14]3[N:16](COCC[Si](C)(C)C)[N:17]=[C:18]([C:19]4[CH:24]=[CH:23][CH:22]=[C:21]([NH:25][CH2:26][C:27]5[S:28][CH:29]=[CH:30][CH:31]=5)[CH:20]=4)[C:13]3=[CH:12][N:11]=2)[CH2:6][CH2:5][O:4][CH2:3][CH2:2]1.C(O)(C(F)(F)F)=O, predict the reaction product. The product is: [N:1]1([CH2:7][CH2:8][NH:9][C:10]2[N:15]=[C:14]3[NH:16][N:17]=[C:18]([C:19]4[CH:24]=[CH:23][CH:22]=[C:21]([NH:25][CH2:26][C:27]5[S:28][CH:29]=[CH:30][CH:31]=5)[CH:20]=4)[C:13]3=[CH:12][N:11]=2)[CH2:6][CH2:5][O:4][CH2:3][CH2:2]1.